Dataset: Full USPTO retrosynthesis dataset with 1.9M reactions from patents (1976-2016). Task: Predict the reactants needed to synthesize the given product. Given the product [CH2:1]([N:8](/[CH:9]=[CH:10]/[CH3:11])[C:19](=[O:21])[CH3:20])[C:2]1[CH:7]=[CH:6][CH:5]=[CH:4][CH:3]=1, predict the reactants needed to synthesize it. The reactants are: [CH2:1](/[N:8]=[CH:9]/[CH2:10][CH3:11])[C:2]1[CH:7]=[CH:6][CH:5]=[CH:4][CH:3]=1.C(N(CC)CC)C.[C:19](OC(=O)C)(=[O:21])[CH3:20].